This data is from Forward reaction prediction with 1.9M reactions from USPTO patents (1976-2016). The task is: Predict the product of the given reaction. (1) Given the reactants C[O:2][C:3]1[CH:12]=[CH:11][C:10]2[C:5](=[CH:6][C:7]([O:13][CH3:14])=[CH:8][N:9]=2)[N:4]=1.Br, predict the reaction product. The product is: [CH3:14][O:13][C:7]1[CH:6]=[C:5]2[C:10]([CH:11]=[CH:12][C:3](=[O:2])[NH:4]2)=[N:9][CH:8]=1. (2) The product is: [Cl:1][C:2]1[N:7]=[CH:6][C:5]([C:8]2[CH:9]=[CH:10][C:11]3[N:12]([C:14]([C:63]4[CH:64]=[CH:65][C:60]([F:59])=[C:61]([C:69]([N:71]5[CH2:76][CH2:75][O:74][CH2:73][CH2:72]5)=[O:70])[CH:62]=4)=[C:15]([NH:17][C:18](=[O:20])[CH3:19])[N:16]=3)[N:13]=2)=[CH:4][C:3]=1[NH:28][S:29]([CH3:32])(=[O:30])=[O:31]. Given the reactants [Cl:1][C:2]1[N:7]=[CH:6][C:5]([C:8]2[CH:9]=[CH:10][C:11]3[N:12]([C:14](C4C=CC=C(F)C=4)=[C:15]([NH:17][C:18](=[O:20])[CH3:19])[N:16]=3)[N:13]=2)=[CH:4][C:3]=1[NH:28][S:29]([CH3:32])(=[O:31])=[O:30].ClC1N=CC(C2C=CC3N(C(I)=C(NC(=O)C)N=3)N=2)=CC=1NS(C)(=O)=O.[F:59][C:60]1[CH:65]=[CH:64][C:63](B(O)O)=[CH:62][C:61]=1[C:69]([N:71]1[CH2:76][CH2:75][O:74][CH2:73][CH2:72]1)=[O:70], predict the reaction product. (3) Given the reactants [CH3:1][N:2]1[CH:6]=[C:5]([NH2:7])[CH:4]=[N:3]1.[NH2:8][C@@H:9]1[C@@H:14]2[CH2:15][C@@H:11]([CH:12]=[CH:13]2)[C@@H:10]1[C:16]([NH2:18])=[O:17].Cl[C:20]1[N:25]=[C:24](Cl)[C:23]([Br:27])=[CH:22][N:21]=1.ClC1N=[C:33](Cl)[C:32](F)=[CH:31]N=1, predict the reaction product. The product is: [Br:27][C:23]1[C:22]([NH:8][C@@H:9]2[C@@H:14]3[CH2:15][C@@H:11]([CH:12]=[CH:13]3)[C@@H:10]2[C:16]([NH2:18])=[O:17])=[N:21][C:20]([NH:7][C:5]2[CH:4]=[N:3][N:2]([CH:1]3[CH2:33][CH2:32][CH2:31]3)[CH:6]=2)=[N:25][CH:24]=1. (4) Given the reactants [C:1]([NH:5][C:6]([C:8]1[C:16]2[C:11](=[N:12][CH:13]=[C:14]([NH:17][C:18]3[CH:19]=[N:20][C:21]([O:24][CH3:25])=[N:22][CH:23]=3)[N:15]=2)[N:10](COCC[Si](C)(C)C)[CH:9]=1)=[O:7])([CH3:4])([CH3:3])[CH3:2].FC(F)(F)C(O)=O, predict the reaction product. The product is: [C:1]([NH:5][C:6]([C:8]1[C:16]2[C:11](=[N:12][CH:13]=[C:14]([NH:17][C:18]3[CH:19]=[N:20][C:21]([O:24][CH3:25])=[N:22][CH:23]=3)[N:15]=2)[NH:10][CH:9]=1)=[O:7])([CH3:4])([CH3:3])[CH3:2]. (5) Given the reactants [CH3:1][O:2][C:3]1[CH:4]=[C:5]2[C:10](=[CH:11][C:12]=1[O:13][CH3:14])[N:9]=[CH:8][N:7]=[C:6]2[N:15]1[CH2:20][CH2:19][CH:18]([OH:21])[CH2:17][CH2:16]1.Cl[C:23](OC1C=CC([N+]([O-])=O)=CC=1)=[O:24].C(N(CC)CC)C.ClC(Cl)C.[CH:46]([O:49][C:50]1[CH:56]=[CH:55][C:53]([NH2:54])=[CH:52][CH:51]=1)([CH3:48])[CH3:47], predict the reaction product. The product is: [CH3:1][O:2][C:3]1[CH:4]=[C:5]2[C:10](=[CH:11][C:12]=1[O:13][CH3:14])[N:9]=[CH:8][N:7]=[C:6]2[N:15]1[CH2:16][CH2:17][CH:18]([O:21][C:23](=[O:24])[NH:54][C:53]2[CH:55]=[CH:56][C:50]([O:49][CH:46]([CH3:48])[CH3:47])=[CH:51][CH:52]=2)[CH2:19][CH2:20]1.